This data is from Full USPTO retrosynthesis dataset with 1.9M reactions from patents (1976-2016). The task is: Predict the reactants needed to synthesize the given product. (1) The reactants are: [Cl:1][C:2]1[CH:7]=[CH:6][C:5]([CH:8]2[CH2:12][NH:11][CH2:10][CH:9]2[N:13]([CH3:28])[C:14](=[O:27])[C:15]2[CH:20]=[CH:19][C:18]([O:21][CH3:22])=[C:17]([C:23]([F:26])([F:25])[F:24])[CH:16]=2)=[CH:4][CH:3]=1.[F:29][C:30]1[CH:38]=[CH:37][C:33]([C:34](Cl)=[O:35])=[CH:32][CH:31]=1.C(N(CC)C(C)C)(C)C. Given the product [Cl:1][C:2]1[CH:3]=[CH:4][C:5]([CH:8]2[CH2:12][N:11]([C:34](=[O:35])[C:33]3[CH:37]=[CH:38][C:30]([F:29])=[CH:31][CH:32]=3)[CH2:10][CH:9]2[N:13]([CH3:28])[C:14](=[O:27])[C:15]2[CH:20]=[CH:19][C:18]([O:21][CH3:22])=[C:17]([C:23]([F:24])([F:25])[F:26])[CH:16]=2)=[CH:6][CH:7]=1, predict the reactants needed to synthesize it. (2) Given the product [Cl:12][C:11]1[CH:3]=[N:4][C:5]2[C:10]([C:2]=1[CH3:1])=[CH:9][CH:8]=[CH:7][CH:6]=2, predict the reactants needed to synthesize it. The reactants are: [CH3:1][C:2]1[C:10]2[C:5](=[CH:6][CH:7]=[CH:8][CH:9]=2)[NH:4][CH:3]=1.[CH:11](Cl)(Cl)[Cl:12].C(O)C.[OH-].[Na+].